Dataset: TCR-epitope binding with 47,182 pairs between 192 epitopes and 23,139 TCRs. Task: Binary Classification. Given a T-cell receptor sequence (or CDR3 region) and an epitope sequence, predict whether binding occurs between them. (1) The epitope is KMQRMLLEK. The TCR CDR3 sequence is CSGTGGTNEKLFF. Result: 0 (the TCR does not bind to the epitope). (2) The epitope is LPRRSGAAGA. The TCR CDR3 sequence is CASSLMGNSPLHF. Result: 0 (the TCR does not bind to the epitope). (3) The epitope is LPRRSGAAGA. The TCR CDR3 sequence is CASSITSGPYNEQFF. Result: 0 (the TCR does not bind to the epitope). (4) The TCR CDR3 sequence is CASRLSSGGRSYNEQFF. Result: 1 (the TCR binds to the epitope). The epitope is RLRAEAQVK. (5) The epitope is VVYRGTTTY. The TCR CDR3 sequence is CASSLGGDNEQFF. Result: 1 (the TCR binds to the epitope). (6) The epitope is TEILPVSMTK. The TCR CDR3 sequence is CSVDTVGSGGEQYF. Result: 0 (the TCR does not bind to the epitope). (7) The epitope is TLIGDCATV. The TCR CDR3 sequence is CASSQETGFTEAFF. Result: 1 (the TCR binds to the epitope). (8) The epitope is KLPDDFTGCV. The TCR CDR3 sequence is CASSQEDRSSYEQYF. Result: 0 (the TCR does not bind to the epitope).